This data is from NCI-60 drug combinations with 297,098 pairs across 59 cell lines. The task is: Regression. Given two drug SMILES strings and cell line genomic features, predict the synergy score measuring deviation from expected non-interaction effect. (1) Drug 1: CCCCC(=O)OCC(=O)C1(CC(C2=C(C1)C(=C3C(=C2O)C(=O)C4=C(C3=O)C=CC=C4OC)O)OC5CC(C(C(O5)C)O)NC(=O)C(F)(F)F)O. Cell line: M14. Drug 2: C(CN)CNCCSP(=O)(O)O. Synergy scores: CSS=60.7, Synergy_ZIP=-3.24, Synergy_Bliss=-4.14, Synergy_Loewe=-38.8, Synergy_HSA=-4.90. (2) Drug 1: CCN(CC)CCCC(C)NC1=C2C=C(C=CC2=NC3=C1C=CC(=C3)Cl)OC. Drug 2: C1CCC(C(C1)N)N.C(=O)(C(=O)[O-])[O-].[Pt+4]. Cell line: HCC-2998. Synergy scores: CSS=47.6, Synergy_ZIP=-7.70, Synergy_Bliss=-4.47, Synergy_Loewe=-1.61, Synergy_HSA=-2.55. (3) Drug 1: C1=CC(=CC=C1C#N)C(C2=CC=C(C=C2)C#N)N3C=NC=N3. Drug 2: CN1C(=O)N2C=NC(=C2N=N1)C(=O)N. Cell line: MALME-3M. Synergy scores: CSS=-9.75, Synergy_ZIP=4.84, Synergy_Bliss=7.88, Synergy_Loewe=-6.24, Synergy_HSA=-5.75. (4) Drug 1: CC1CCC2CC(C(=CC=CC=CC(CC(C(=O)C(C(C(=CC(C(=O)CC(OC(=O)C3CCCCN3C(=O)C(=O)C1(O2)O)C(C)CC4CCC(C(C4)OC)OCCO)C)C)O)OC)C)C)C)OC. Drug 2: CC1CCCC2(C(O2)CC(NC(=O)CC(C(C(=O)C(C1O)C)(C)C)O)C(=CC3=CSC(=N3)C)C)C. Cell line: NCI-H322M. Synergy scores: CSS=38.0, Synergy_ZIP=2.06, Synergy_Bliss=2.77, Synergy_Loewe=-9.98, Synergy_HSA=2.06. (5) Drug 1: CNC(=O)C1=CC=CC=C1SC2=CC3=C(C=C2)C(=NN3)C=CC4=CC=CC=N4. Drug 2: C1=CN(C(=O)N=C1N)C2C(C(C(O2)CO)O)O.Cl. Cell line: SK-MEL-5. Synergy scores: CSS=9.76, Synergy_ZIP=0.496, Synergy_Bliss=7.74, Synergy_Loewe=-2.32, Synergy_HSA=1.50. (6) Drug 1: CC1=C(C=C(C=C1)NC2=NC=CC(=N2)N(C)C3=CC4=NN(C(=C4C=C3)C)C)S(=O)(=O)N.Cl. Drug 2: CC1=C(C(CCC1)(C)C)C=CC(=CC=CC(=CC(=O)O)C)C. Cell line: SW-620. Synergy scores: CSS=-11.3, Synergy_ZIP=7.57, Synergy_Bliss=0.122, Synergy_Loewe=-8.84, Synergy_HSA=-11.4.